Task: Predict the product of the given reaction.. Dataset: Forward reaction prediction with 1.9M reactions from USPTO patents (1976-2016) (1) Given the reactants [F:1][C:2]1[CH:7]=[C:6]([F:8])[CH:5]=[CH:4][C:3]=1[C:9]1[C:13]([C:14]2[CH:15]=[CH:16][C:17]3[N:18]([C:20]([CH:23]([CH3:25])[CH3:24])=[N:21][N:22]=3)[N:19]=2)=[CH:12][N:11]([CH:26]2[CH2:30][CH2:29][NH:28][CH2:27]2)[N:10]=1.CCN(C(C)C)C(C)C.[C:40](Cl)(=[O:42])[CH3:41], predict the reaction product. The product is: [F:1][C:2]1[CH:7]=[C:6]([F:8])[CH:5]=[CH:4][C:3]=1[C:9]1[C:13]([C:14]2[CH:15]=[CH:16][C:17]3[N:18]([C:20]([CH:23]([CH3:24])[CH3:25])=[N:21][N:22]=3)[N:19]=2)=[CH:12][N:11]([CH:26]2[CH2:30][CH2:29][N:28]([C:40](=[O:42])[CH3:41])[CH2:27]2)[N:10]=1. (2) The product is: [Si:1]([O:8][CH2:9][C:10]1[N:11]([CH3:37])[C:12]2[CH:13]=[C:14]3[CH:23]([CH3:24])[CH2:22][CH2:21][C:20]4[C:47]([OH:48])=[C:38]([C:39]([O:41][CH3:42])=[O:40])[C:43](=[O:44])[N:25]([CH2:26][C:27]5[CH:32]=[CH:31][C:30]([O:33][CH3:34])=[CH:29][C:28]=5[O:35][CH3:36])[C:19]=4[C:15]3=[CH:16][C:17]=2[CH:18]=1)([C:4]([CH3:7])([CH3:6])[CH3:5])([CH3:3])[CH3:2]. Given the reactants [Si:1]([O:8][CH2:9][C:10]1[N:11]([CH3:37])[C:12]2[C:17]([CH:18]=1)=[CH:16][C:15]1[C:19](=[N:25][CH2:26][C:27]3[CH:32]=[CH:31][C:30]([O:33][CH3:34])=[CH:29][C:28]=3[O:35][CH3:36])[CH2:20][CH2:21][CH2:22][CH:23]([CH3:24])[C:14]=1[CH:13]=2)([C:4]([CH3:7])([CH3:6])[CH3:5])([CH3:3])[CH3:2].[CH:38]([C:47](OC)=[O:48])([C:43](OC)=[O:44])[C:39]([O:41][CH3:42])=[O:40], predict the reaction product. (3) Given the reactants [NH2:1][C:2]1[C:6]([C:7]([O:9][CH2:10][CH3:11])=[O:8])=[CH:5][NH:4][N:3]=1.[O:12]1[C:16]2[CH:17]=[CH:18][C:19]([C:21]3[S:22][CH:23]=[C:24]([C:26](O)=[O:27])[N:25]=3)=[CH:20][C:15]=2[CH2:14][CH2:13]1.CN(C(ON1N=NC2C=CC=CC1=2)=[N+](C)C)C.F[P-](F)(F)(F)(F)F.N1C=CC=CC=1, predict the reaction product. The product is: [O:12]1[C:16]2[CH:17]=[CH:18][C:19]([C:21]3[S:22][CH:23]=[C:24]([C:26]([NH:1][C:2]4[C:6]([C:7]([O:9][CH2:10][CH3:11])=[O:8])=[CH:5][NH:4][N:3]=4)=[O:27])[N:25]=3)=[CH:20][C:15]=2[CH2:14][CH2:13]1. (4) Given the reactants [C:1]([C:4]1[CH:9]=[CH:8][CH:7]=[CH:6][C:5]=1[S:10][C:11]1[CH:19]=[C:18]([F:20])[CH:17]=[CH:16][C:12]=1[C:13](O)=[O:14])(O)=[O:2].S(C1C=CC=CC=1C(OC)=O)C1C=CC=CC=1C(OC)=O, predict the reaction product. The product is: [F:20][C:18]1[CH:17]=[CH:16][C:12]([CH2:13][OH:14])=[C:11]([S:10][C:5]2[CH:6]=[CH:7][CH:8]=[CH:9][C:4]=2[CH2:1][OH:2])[CH:19]=1. (5) Given the reactants [O:1]([C:8]1[CH:13]=[CH:12][C:11]([Mg]Br)=[CH:10][CH:9]=1)[C:2]1[CH:7]=[CH:6][CH:5]=[CH:4][CH:3]=1.[CH2:16]([N:23]1[CH2:28][CH2:27][C:26](=[O:29])[CH2:25][CH2:24]1)[C:17]1[CH:22]=[CH:21][CH:20]=[CH:19][CH:18]=1.Cl, predict the reaction product. The product is: [CH2:16]([N:23]1[CH2:28][CH2:27][C:26]([C:11]2[CH:12]=[CH:13][C:8]([O:1][C:2]3[CH:7]=[CH:6][CH:5]=[CH:4][CH:3]=3)=[CH:9][CH:10]=2)([OH:29])[CH2:25][CH2:24]1)[C:17]1[CH:18]=[CH:19][CH:20]=[CH:21][CH:22]=1.